Dataset: Reaction yield outcomes from USPTO patents with 853,638 reactions. Task: Predict the reaction yield, written as a fraction of the theoretical maximum amount of product (1.0 means a 100% yield; for example, 0.34 means a 34% yield). The reactants are [CH:1]1[C:10]2[C:5](=[CH:6][C:7]([C:11]([OH:13])=O)=[CH:8][CH:9]=2)[CH:4]=[CH:3][N:2]=1.CN(C(ON1N=NC2C=CC=NC1=2)=[N+](C)C)C.F[P-](F)(F)(F)(F)F.Cl.[C:39]1([C@@H:45]2[CH2:49][CH2:48][CH2:47][NH:46]2)[CH:44]=[CH:43][CH:42]=[CH:41][CH:40]=1.CCN(C(C)C)C(C)C. The catalyst is CN(C=O)C. The product is [CH:1]1[C:10]2[C:5](=[CH:6][C:7]([C:11]([N:46]3[CH2:47][CH2:48][CH2:49][C@H:45]3[C:39]3[CH:44]=[CH:43][CH:42]=[CH:41][CH:40]=3)=[O:13])=[CH:8][CH:9]=2)[CH:4]=[CH:3][N:2]=1. The yield is 0.570.